Dataset: NCI-60 drug combinations with 297,098 pairs across 59 cell lines. Task: Regression. Given two drug SMILES strings and cell line genomic features, predict the synergy score measuring deviation from expected non-interaction effect. (1) Drug 1: C1=NC2=C(N=C(N=C2N1C3C(C(C(O3)CO)O)F)Cl)N. Drug 2: CS(=O)(=O)CCNCC1=CC=C(O1)C2=CC3=C(C=C2)N=CN=C3NC4=CC(=C(C=C4)OCC5=CC(=CC=C5)F)Cl. Cell line: HCC-2998. Synergy scores: CSS=15.9, Synergy_ZIP=3.68, Synergy_Bliss=3.40, Synergy_Loewe=-38.2, Synergy_HSA=0.635. (2) Drug 1: C1=NC(=NC(=O)N1C2C(C(C(O2)CO)O)O)N. Drug 2: CC(C)(C#N)C1=CC(=CC(=C1)CN2C=NC=N2)C(C)(C)C#N. Cell line: HCT-15. Synergy scores: CSS=-3.95, Synergy_ZIP=7.89, Synergy_Bliss=11.6, Synergy_Loewe=-1.32, Synergy_HSA=0.690.